This data is from Reaction yield outcomes from USPTO patents with 853,638 reactions. The task is: Predict the reaction yield, written as a fraction of the theoretical maximum amount of product (1.0 means a 100% yield; for example, 0.34 means a 34% yield). (1) The reactants are [N:1]([CH2:4][C:5]1[NH:9][N:8]=[C:7]([C:10]2[CH:15]=[CH:14][N:13]=[CH:12][CH:11]=2)[CH:6]=1)=[N+]=[N-]. The catalyst is [Pd].CO. The product is [N:13]1[CH:12]=[CH:11][C:10]([C:7]2[CH:6]=[C:5]([CH2:4][NH2:1])[NH:9][N:8]=2)=[CH:15][CH:14]=1. The yield is 0.830. (2) The reactants are [NH2:1][C:2]1[C:3]([O:12][CH3:13])=[CH:4][C:5]([Cl:11])=[C:6]([CH:10]=1)[C:7]([O-:9])=[O:8].[K+].[N:15]([O-])=O.[Na+].O.O.[Sn](Cl)Cl. The catalyst is Cl.O. The product is [ClH:11].[Cl:11][C:5]1[CH:4]=[C:3]([O:12][CH3:13])[C:2]([NH:1][NH2:15])=[CH:10][C:6]=1[C:7]([OH:9])=[O:8]. The yield is 0.643. (3) The reactants are [Cl:1][C:2]1[CH:3]=[C:4]([CH:7]=[CH:8][C:9]=1[CH2:10][NH:11][C:12]1[CH:17]=[CH:16][CH:15]=[CH:14][N:13]=1)[CH:5]=O.[C:18]([O-])([O-])=O.[K+].[K+]. The catalyst is O1CCOCC1.[Br-].C[P+](C1C=CC=CC=1)(C1C=CC=CC=1)C1C=CC=CC=1. The product is [Cl:1][C:2]1[CH:3]=[C:4]([CH:5]=[CH2:18])[CH:7]=[CH:8][C:9]=1[CH2:10][NH:11][C:12]1[CH:17]=[CH:16][CH:15]=[CH:14][N:13]=1. The yield is 0.500. (4) The reactants are Br[C:2]1[CH:7]=[CH:6][C:5]([CH3:8])=[CH:4][N:3]=1.C([Sn](CCCC)(CCCC)[C:14]1[CH:19]=[CH:18][CH:17]=[CH:16][N:15]=1)CCC. The catalyst is C1(C)C=CC=CC=1.C1C=CC([P]([Pd]([P](C2C=CC=CC=2)(C2C=CC=CC=2)C2C=CC=CC=2)([P](C2C=CC=CC=2)(C2C=CC=CC=2)C2C=CC=CC=2)[P](C2C=CC=CC=2)(C2C=CC=CC=2)C2C=CC=CC=2)(C2C=CC=CC=2)C2C=CC=CC=2)=CC=1. The product is [CH3:8][C:5]1[C:4]([C:14]2[CH:19]=[CH:18][CH:17]=[CH:16][N:15]=2)=[N:3][CH:2]=[CH:7][CH:6]=1. The yield is 0.750. (5) The reactants are Cl[C:2]([F:7])([F:6])C([O-])=O.[Na+].[OH-].[Na+].[Cl:11][C:12]1[CH:13]=[C:14]([OH:19])[C:15](=[CH:17][CH:18]=1)[OH:16].Cl. The catalyst is C(OCC)(=O)C.O.CN(C)C=O. The product is [Cl:11][C:12]1[CH:18]=[CH:17][C:15]([O:16][CH:2]([F:6])[F:7])=[C:14]([OH:19])[CH:13]=1. The yield is 0.194.